Dataset: Forward reaction prediction with 1.9M reactions from USPTO patents (1976-2016). Task: Predict the product of the given reaction. (1) Given the reactants [CH3:1][O:2][C:3](=[O:33])[C:4]1[CH:9]=[CH:8][C:7]([CH2:10][N:11]([C:16](=[O:32])[C:17]2[CH:22]=[CH:21][C:20]([Cl:23])=[CH:19][C:18]=2[C:24](=O)[C:25]2[CH:30]=[CH:29][CH:28]=[CH:27][CH:26]=2)[CH2:12][C:13](=[O:15])[CH3:14])=[CH:6][CH:5]=1.CO.N12CCCN=C1CCCCC2, predict the reaction product. The product is: [CH3:1][O:2][C:3](=[O:33])[C:4]1[CH:5]=[CH:6][C:7]([CH2:10][N:11]2[C:12]([C:13](=[O:15])[CH3:14])=[C:24]([C:25]3[CH:30]=[CH:29][CH:28]=[CH:27][CH:26]=3)[C:18]3[C:17](=[CH:22][CH:21]=[C:20]([Cl:23])[CH:19]=3)[C:16]2=[O:32])=[CH:8][CH:9]=1. (2) Given the reactants Cl[C:2]1[C:3]([NH:8][S:9]([C:12]2[CH:17]=[CH:16][CH:15]=[CH:14][C:13]=2[C:18]([F:21])([F:20])[F:19])(=[O:11])=[O:10])=[N:4][CH:5]=[CH:6][N:7]=1.[OH:22][CH2:23][C:24]1[CH:29]=[CH:28][C:27](B(O)O)=[CH:26][CH:25]=1, predict the reaction product. The product is: [F:19][C:18]([F:21])([F:20])[C:13]1[CH:14]=[CH:15][CH:16]=[CH:17][C:12]=1[S:9]([NH:8][C:3]1[C:2]([C:27]2[CH:28]=[CH:29][C:24]([CH2:23][OH:22])=[CH:25][CH:26]=2)=[N:7][CH:6]=[CH:5][N:4]=1)(=[O:11])=[O:10]. (3) Given the reactants [Br:1][C:2]1[C:3]([O:19][CH2:20][C:21]2[CH:26]=[CH:25][CH:24]=[CH:23][CH:22]=2)=[CH:4][C:5]([O:11][CH2:12][C:13]2[CH:18]=[CH:17][CH:16]=[CH:15][CH:14]=2)=[C:6]([CH:10]=1)[C:7](O)=[O:8].S(Cl)([Cl:29])=O, predict the reaction product. The product is: [Br:1][C:2]1[C:3]([O:19][CH2:20][C:21]2[CH:26]=[CH:25][CH:24]=[CH:23][CH:22]=2)=[CH:4][C:5]([O:11][CH2:12][C:13]2[CH:18]=[CH:17][CH:16]=[CH:15][CH:14]=2)=[C:6]([CH:10]=1)[C:7]([Cl:29])=[O:8].